This data is from Forward reaction prediction with 1.9M reactions from USPTO patents (1976-2016). The task is: Predict the product of the given reaction. Given the reactants [CH3:1][O:2][C:3]1[CH:4]=[C:5]([N:12]2[CH2:17][CH2:16][CH:15]([N:18]3[CH2:23][CH2:22][N:21]([CH3:24])[CH2:20][CH2:19]3)[CH2:14][CH2:13]2)[CH:6]=[CH:7][C:8]=1[N+:9]([O-])=O.Cl, predict the reaction product. The product is: [CH3:1][O:2][C:3]1[CH:4]=[C:5]([N:12]2[CH2:17][CH2:16][CH:15]([N:18]3[CH2:19][CH2:20][N:21]([CH3:24])[CH2:22][CH2:23]3)[CH2:14][CH2:13]2)[CH:6]=[CH:7][C:8]=1[NH2:9].